This data is from NCI-60 drug combinations with 297,098 pairs across 59 cell lines. The task is: Regression. Given two drug SMILES strings and cell line genomic features, predict the synergy score measuring deviation from expected non-interaction effect. (1) Drug 1: C1=CC(=C2C(=C1NCCNCCO)C(=O)C3=C(C=CC(=C3C2=O)O)O)NCCNCCO. Drug 2: COC1=CC(=CC(=C1O)OC)C2C3C(COC3=O)C(C4=CC5=C(C=C24)OCO5)OC6C(C(C7C(O6)COC(O7)C8=CC=CS8)O)O. Cell line: T-47D. Synergy scores: CSS=49.5, Synergy_ZIP=-7.82, Synergy_Bliss=-0.619, Synergy_Loewe=2.60, Synergy_HSA=5.31. (2) Drug 1: C1=CC(=C2C(=C1NCCNCCO)C(=O)C3=C(C=CC(=C3C2=O)O)O)NCCNCCO. Drug 2: C1=NC2=C(N=C(N=C2N1C3C(C(C(O3)CO)O)F)Cl)N. Cell line: U251. Synergy scores: CSS=56.4, Synergy_ZIP=-0.304, Synergy_Bliss=-1.20, Synergy_Loewe=-5.68, Synergy_HSA=3.23.